Dataset: Catalyst prediction with 721,799 reactions and 888 catalyst types from USPTO. Task: Predict which catalyst facilitates the given reaction. (1) Reactant: [CH2:1]([C:4]1[C:9]([O:10][CH2:11][C:12]2[CH:17]=[CH:16][C:15]([O:18][CH3:19])=[CH:14][CH:13]=2)=[CH:8][CH:7]=[CH:6][C:5]=1[C@H:20]([OH:39])[C:21]#[C:22][CH2:23][CH2:24][C@@H:25]([O:31][CH2:32][C:33]1[CH:38]=[CH:37][CH:36]=[CH:35][CH:34]=1)[CH2:26][CH2:27][CH2:28][CH2:29][CH3:30])[CH:2]=[CH2:3].[Si:40](Cl)([C:43]([CH3:46])([CH3:45])[CH3:44])([CH3:42])[CH3:41].N1C=CN=C1.O. Product: [CH2:1]([C:4]1[C:9]([O:10][CH2:11][C:12]2[CH:17]=[CH:16][C:15]([O:18][CH3:19])=[CH:14][CH:13]=2)=[CH:8][CH:7]=[CH:6][C:5]=1[C@H:20]([O:39][Si:40]([C:43]([CH3:46])([CH3:45])[CH3:44])([CH3:42])[CH3:41])[C:21]#[C:22][CH2:23][CH2:24][C@@H:25]([O:31][CH2:32][C:33]1[CH:38]=[CH:37][CH:36]=[CH:35][CH:34]=1)[CH2:26][CH2:27][CH2:28][CH2:29][CH3:30])[CH:2]=[CH2:3]. The catalyst class is: 4. (2) Reactant: [CH3:1][Li].[C:3]([CH2:5][C:6]1[CH:13]=[CH:12][CH:11]=[CH:10][C:7]=1[C:8]#[N:9])#[N:4]. Product: [CH3:1][C:8]1[C:7]2[C:6](=[CH:13][CH:12]=[CH:11][CH:10]=2)[CH:5]=[C:3]([NH2:4])[N:9]=1. The catalyst class is: 1.